This data is from Full USPTO retrosynthesis dataset with 1.9M reactions from patents (1976-2016). The task is: Predict the reactants needed to synthesize the given product. (1) Given the product [Cl:21][C:22]1[CH:27]=[CH:26][CH:25]=[CH:24][C:23]=1[S:28]([C:4]1([CH2:7][O:8][C:9]2[CH:18]=[CH:17][CH:16]=[C:15]3[C:10]=2[C:11]([NH2:20])=[N:12][C:13]([NH2:19])=[N:14]3)[CH2:5][CH2:6][NH:1][CH2:2][CH2:3]1)(=[O:30])=[O:29], predict the reactants needed to synthesize it. The reactants are: [NH:1]1[CH2:6][CH2:5][CH:4]([CH2:7][O:8][C:9]2[CH:18]=[CH:17][CH:16]=[C:15]3[C:10]=2[C:11]([NH2:20])=[N:12][C:13]([NH2:19])=[N:14]3)[CH2:3][CH2:2]1.[Cl:21][C:22]1[CH:27]=[CH:26][CH:25]=[CH:24][C:23]=1[S:28](Cl)(=[O:30])=[O:29]. (2) Given the product [CH:30]1([CH2:29][N:10]2[C:11]([NH2:12])=[C:15]([NH2:14])[C:16](=[O:17])[N:8]([CH2:7][CH:1]3[CH2:6][CH2:5][CH2:4][CH2:3][CH2:2]3)[C:9]2=[O:36])[CH2:31][CH2:32][CH2:33][CH2:34][CH2:35]1, predict the reactants needed to synthesize it. The reactants are: [CH:1]1([CH2:7][N:8]2[C:16](=[O:17])[C:15]3[N:14]=C(C4C=CC(/C=C/C(O)=O)=CC=4)[NH:12][C:11]=3[N:10]([CH2:29][CH:30]3[CH2:35][CH2:34][CH2:33][CH2:32][CH2:31]3)[C:9]2=[O:36])[CH2:6][CH2:5][CH2:4][CH2:3][CH2:2]1.NC1N(CC2CCCCC2)C(=O)N(CC2CCCCC2)C(=O)C=1N=O.C(C1C=C(C=CC=1)C(O)=O)=O. (3) Given the product [Br:23][C:11]1[NH:12][C:13]2[C:9]([CH:10]=1)=[CH:8][C:7]([C:6]1[N:2]([CH3:1])[N:3]=[C:4]([C:17]([F:20])([F:19])[F:18])[CH:5]=1)=[CH:15][CH:14]=2, predict the reactants needed to synthesize it. The reactants are: [CH3:1][N:2]1[C:6]([C:7]2[CH:8]=[C:9]3[C:13](=[CH:14][CH:15]=2)[NH:12][C:11](=O)[CH2:10]3)=[CH:5][C:4]([C:17]([F:20])([F:19])[F:18])=[N:3]1.P(Br)(Br)([Br:23])=O.N1C=CN=C1.C([O-])(O)=O.[Na+]. (4) Given the product [C:27]([S:30]([N:32]=[C:20]([C:4]1[C:3]([O:2][CH3:1])=[CH:11][C:10]([CH3:12])=[C:9]2[C:5]=1[CH:6]=[CH:7][N:8]2[C:13]([O:15][C:16]([CH3:18])([CH3:19])[CH3:17])=[O:14])[C:21]([F:22])([F:24])[F:23])=[O:31])([CH3:29])([CH3:28])[CH3:26], predict the reactants needed to synthesize it. The reactants are: [CH3:1][O:2][C:3]1[C:4]([C:20](=O)[C:21]([F:24])([F:23])[F:22])=[C:5]2[C:9](=[C:10]([CH3:12])[CH:11]=1)[N:8]([C:13]([O:15][C:16]([CH3:19])([CH3:18])[CH3:17])=[O:14])[CH:7]=[CH:6]2.[CH3:26][C:27]([S:30]([NH2:32])=[O:31])([CH3:29])[CH3:28]. (5) The reactants are: C(N(C(C)C)CC)(C)C.[CH2:10]([O:14][C:15]1[CH:20]=[C:19](Cl)[N:18]=[CH:17][N:16]=1)[C:11]#[C:12][CH3:13].[Cl:22][C:23]1[CH:28]=[CH:27][CH:26]=[CH:25][C:24]=1[SH:29].[Cl-].[NH4+]. Given the product [CH2:10]([O:14][C:15]1[CH:20]=[C:19]([S:29][C:24]2[CH:25]=[CH:26][CH:27]=[CH:28][C:23]=2[Cl:22])[N:18]=[CH:17][N:16]=1)[C:11]#[C:12][CH3:13], predict the reactants needed to synthesize it. (6) Given the product [C:8]([O:7][C:6](=[O:12])[NH:5][CH2:4][CH2:3][CH2:2][NH:1][C:34]([O:33][CH2:32][C:30]1[O:29][N:28]=[C:27]([C:24]2[CH:25]=[CH:26][C:21]([O:20][CH2:13][C:14]3[CH:19]=[CH:18][CH:17]=[CH:16][CH:15]=3)=[CH:22][CH:23]=2)[CH:31]=1)=[O:40])([CH3:9])([CH3:11])[CH3:10].[CH2:13]([O:20][C:21]1[CH:22]=[CH:23][C:24]([C:27]2[CH:31]=[C:30]([CH2:32][O:33][C:34](=[O:40])[NH:35][CH2:36][CH2:37][CH2:38][NH2:39])[O:29][N:28]=2)=[CH:25][CH:26]=1)[C:14]1[CH:19]=[CH:18][CH:17]=[CH:16][CH:15]=1, predict the reactants needed to synthesize it. The reactants are: [NH2:1][CH2:2][CH2:3][CH2:4][NH:5][C:6](=[O:12])[O:7][C:8]([CH3:11])([CH3:10])[CH3:9].[CH2:13]([O:20][C:21]1[CH:26]=[CH:25][C:24]([C:27]2[CH:31]=[C:30]([CH2:32][O:33][C:34](=[O:40])[NH:35][CH2:36][CH2:37][CH2:38][NH2:39])[O:29][N:28]=2)=[CH:23][CH:22]=1)[C:14]1[CH:19]=[CH:18][CH:17]=[CH:16][CH:15]=1.